The task is: Predict the product of the given reaction.. This data is from Forward reaction prediction with 1.9M reactions from USPTO patents (1976-2016). (1) The product is: [Cl:1][C:2]1[N:3]=[C:4]([N:17]2[CH2:22][CH2:21][O:20][CH2:19][CH2:18]2)[C:5]2[O:10][C:9]3[N:11]=[CH:12][C:13]([CH2:15][N:26]4[CH2:27][CH2:28][N:23]([CH2:29][CH2:30][C:31]#[N:32])[CH2:24][CH2:25]4)=[CH:14][C:8]=3[C:6]=2[N:7]=1. Given the reactants [Cl:1][C:2]1[N:3]=[C:4]([N:17]2[CH2:22][CH2:21][O:20][CH2:19][CH2:18]2)[C:5]2[O:10][C:9]3[N:11]=[CH:12][C:13]([CH:15]=O)=[CH:14][C:8]=3[C:6]=2[N:7]=1.[N:23]1([CH2:29][CH2:30][C:31]#[N:32])[CH2:28][CH2:27][NH:26][CH2:25][CH2:24]1.[BH-](OC(C)=O)(OC(C)=O)OC(C)=O.[Na+].[BH3-]C#N.[Na+], predict the reaction product. (2) Given the reactants [H-].[Na+].[CH3:3][C:4]1[CH:5]=[C:6]([CH:20]=[CH:21][C:22]=1[CH3:23])[C:7]([C:9]1[C:18](=[O:19])[C:17]2[C:12](=[CH:13][CH:14]=[CH:15][CH:16]=2)[NH:11][CH:10]=1)=[O:8].[CH2:24](Br)[CH2:25][C:26]1[CH:31]=[CH:30][CH:29]=[CH:28][CH:27]=1, predict the reaction product. The product is: [CH3:3][C:4]1[CH:5]=[C:6]([CH:20]=[CH:21][C:22]=1[CH3:23])[C:7]([C:9]1[C:18](=[O:19])[C:17]2[C:12](=[CH:13][CH:14]=[CH:15][CH:16]=2)[N:11]([CH2:24][CH2:25][C:26]2[CH:31]=[CH:30][CH:29]=[CH:28][CH:27]=2)[CH:10]=1)=[O:8]. (3) Given the reactants [CH3:1][C:2]1[C:6]([CH3:7])=[C:5]([NH:8][C:9](=[O:16])OCC(Cl)(Cl)Cl)[O:4][N:3]=1.Cl.Cl.[C:19]1([C:25]2[CH:30]=[C:29]([N:31]3[CH2:36][CH2:35][NH:34][CH2:33][CH2:32]3)[N:28]=[CH:27][N:26]=2)[CH:24]=[CH:23][CH:22]=[CH:21][CH:20]=1, predict the reaction product. The product is: [CH3:1][C:2]1[C:6]([CH3:7])=[C:5]([NH:8][C:9]([N:34]2[CH2:35][CH2:36][N:31]([C:29]3[CH:30]=[C:25]([C:19]4[CH:24]=[CH:23][CH:22]=[CH:21][CH:20]=4)[N:26]=[CH:27][N:28]=3)[CH2:32][CH2:33]2)=[O:16])[O:4][N:3]=1.